From a dataset of Forward reaction prediction with 1.9M reactions from USPTO patents (1976-2016). Predict the product of the given reaction. (1) Given the reactants [CH3:1][O:2][C:3]1[C:8]2[N:9]=[C:10]([NH2:12])[S:11][C:7]=2[C:6]([N:13]2[CH2:18][CH2:17][O:16][CH2:15][CH2:14]2)=[CH:5][CH:4]=1.C1([O:25][C:26]([C:28]2[CH:29]=[N:30][N:31]([CH2:33][CH2:34][N:35]([CH3:37])[CH3:36])[CH:32]=2)=O)C=CC=CC=1, predict the reaction product. The product is: [CH3:1][O:2][C:3]1[C:8]2[N:9]=[C:10]([NH:12][C:26]([C:28]3[CH:29]=[N:30][N:31]([CH2:33][CH2:34][N:35]([CH3:37])[CH3:36])[CH:32]=3)=[O:25])[S:11][C:7]=2[C:6]([N:13]2[CH2:18][CH2:17][O:16][CH2:15][CH2:14]2)=[CH:5][CH:4]=1. (2) Given the reactants [OH:1][C@@:2]1([C:9]#[C:10][C:11]2[CH:12]=[C:13]([C:17]3[C:22]4[CH:23]=[N:24][N:25]([CH:26]([CH3:28])[CH3:27])[C:21]=4[CH:20]=[C:19]([C:29]([O:31]C)=O)[N:18]=3)[CH:14]=[CH:15][CH:16]=2)[CH2:6][CH2:5][N:4]([CH3:7])[C:3]1=[O:8].[NH3:33], predict the reaction product. The product is: [OH:1][C@@:2]1([C:9]#[C:10][C:11]2[CH:12]=[C:13]([C:17]3[C:22]4[CH:23]=[N:24][N:25]([CH:26]([CH3:27])[CH3:28])[C:21]=4[CH:20]=[C:19]([C:29]([NH2:33])=[O:31])[N:18]=3)[CH:14]=[CH:15][CH:16]=2)[CH2:6][CH2:5][N:4]([CH3:7])[C:3]1=[O:8]. (3) The product is: [OH:1][C:2]1[CH:11]=[C:10]([OH:12])[C:9]([CH2:16][CH:17]=[C:18]([CH3:20])[CH3:19])=[C:8]2[C:3]=1[C:4](=[O:33])[C:5]([O:31][CH3:32])=[C:6]([C:21]1[CH:26]=[CH:25][C:24]([O:27][CH3:28])=[C:23]([O:29][CH3:30])[CH:22]=1)[O:7]2. Given the reactants [OH:1][C:2]1[CH:11]=[C:10]([O:12]COC)[C:9]([CH2:16][CH:17]=[C:18]([CH3:20])[CH3:19])=[C:8]2[C:3]=1[C:4](=[O:33])[C:5]([O:31][CH3:32])=[C:6]([C:21]1[CH:26]=[CH:25][C:24]([O:27][CH3:28])=[C:23]([O:29][CH3:30])[CH:22]=1)[O:7]2.Cl, predict the reaction product. (4) Given the reactants C([O:3][C:4](=O)[CH:5](O)[CH:6]([C:13]1[CH:18]=[CH:17][C:16]([O:19][CH2:20][C:21]2[CH:26]=[CH:25][CH:24]=[CH:23][CH:22]=2)=[CH:15][CH:14]=1)[C:7](=O)[CH2:8][CH2:9][CH2:10][CH3:11])C.O.[NH2:30][NH2:31], predict the reaction product. The product is: [CH2:20]([O:19][C:16]1[CH:17]=[CH:18][C:13]([C:6]2[C:7]([CH2:8][CH2:9][CH2:10][CH3:11])=[N:31][NH:30][C:4](=[O:3])[CH:5]=2)=[CH:14][CH:15]=1)[C:21]1[CH:26]=[CH:25][CH:24]=[CH:23][CH:22]=1. (5) The product is: [Cl:23][C:5]1[C:6]([NH:8][C:9]2[CH:14]=[CH:13][CH:12]=[CH:11][C:10]=2[S:15]([N:18]2[CH2:22][CH2:21][CH2:20][CH2:19]2)(=[O:17])=[O:16])=[N:7][C:2]([NH:24][C:25]2[C:38]([O:39][CH3:40])=[CH:37][C:28]3[CH2:29][CH2:30][N:31]([CH2:34][CH2:35][OH:36])[CH2:32][CH2:33][C:27]=3[CH:26]=2)=[N:3][CH:4]=1. Given the reactants Cl[C:2]1[N:7]=[C:6]([NH:8][C:9]2[CH:14]=[CH:13][CH:12]=[CH:11][C:10]=2[S:15]([N:18]2[CH2:22][CH2:21][CH2:20][CH2:19]2)(=[O:17])=[O:16])[C:5]([Cl:23])=[CH:4][N:3]=1.[NH2:24][C:25]1[C:38]([O:39][CH3:40])=[CH:37][C:28]2[CH2:29][CH2:30][N:31]([CH2:34][CH2:35][OH:36])[CH2:32][CH2:33][C:27]=2[CH:26]=1, predict the reaction product.